From a dataset of NCI-60 drug combinations with 297,098 pairs across 59 cell lines. Regression. Given two drug SMILES strings and cell line genomic features, predict the synergy score measuring deviation from expected non-interaction effect. Synergy scores: CSS=10.1, Synergy_ZIP=-1.31, Synergy_Bliss=-1.05, Synergy_Loewe=-1.33, Synergy_HSA=-0.922. Drug 1: CC1C(C(CC(O1)OC2CC(OC(C2O)C)OC3=CC4=CC5=C(C(=O)C(C(C5)C(C(=O)C(C(C)O)O)OC)OC6CC(C(C(O6)C)O)OC7CC(C(C(O7)C)O)OC8CC(C(C(O8)C)O)(C)O)C(=C4C(=C3C)O)O)O)O. Cell line: SW-620. Drug 2: C#CCC(CC1=CN=C2C(=N1)C(=NC(=N2)N)N)C3=CC=C(C=C3)C(=O)NC(CCC(=O)O)C(=O)O.